Task: Predict the reaction yield, written as a fraction of the theoretical maximum amount of product (1.0 means a 100% yield; for example, 0.34 means a 34% yield).. Dataset: Reaction yield outcomes from USPTO patents with 853,638 reactions (1) The reactants are [CH3:1][C@:2]12[C@@:19]3([CH3:20])[C@@H:10]([C@:11]4([CH3:33])[C@@H:16]([CH2:17][CH2:18]3)[C:15]([CH3:22])([CH3:21])[C:14]([C:23]3[CH:32]=[CH:31][C:26]([C:27]([O:29]C)=[O:28])=[CH:25][CH:24]=3)=[CH:13][CH2:12]4)[CH2:9][CH2:8][C@@H:7]1[C@H:6]1[C@H:34]([C:37]([CH3:39])=[CH2:38])[CH2:35][CH2:36][C@:5]1([NH:40][CH2:41][CH2:42][N:43]1[CH2:48][CH2:47][NH:46][CH2:45][CH2:44]1)[CH2:4][CH2:3]2.[OH-].[Na+]. The catalyst is O1CCOCC1. The product is [CH3:1][C@:2]12[C@@:19]3([CH3:20])[C@@H:10]([C@:11]4([CH3:33])[C@@H:16]([CH2:17][CH2:18]3)[C:15]([CH3:21])([CH3:22])[C:14]([C:23]3[CH:32]=[CH:31][C:26]([C:27]([OH:29])=[O:28])=[CH:25][CH:24]=3)=[CH:13][CH2:12]4)[CH2:9][CH2:8][C@@H:7]1[C@H:6]1[C@H:34]([C:37]([CH3:39])=[CH2:38])[CH2:35][CH2:36][C@:5]1([NH:40][CH2:41][CH2:42][N:43]1[CH2:44][CH2:45][NH:46][CH2:47][CH2:48]1)[CH2:4][CH2:3]2. The yield is 0.310. (2) The reactants are [CH:1]1([C:7]2[CH:40]=[CH:39][C:10]([CH2:11][N:12]([C:28]3[CH:29]=[CH:30][C:31]([OH:38])=[C:32]([CH:37]=3)[C:33]([O:35]C)=[O:34])[C:13](=[O:27])[C:14]3[CH:19]=[CH:18][C:17]([O:20][C:21]4[CH:26]=[CH:25][CH:24]=[CH:23][CH:22]=4)=[CH:16][CH:15]=3)=[CH:9][CH:8]=2)[CH2:6][CH2:5][CH2:4][CH2:3][CH2:2]1. The catalyst is C1COCC1.[OH-].[Na+]. The product is [CH:1]1([C:7]2[CH:40]=[CH:39][C:10]([CH2:11][N:12]([C:28]3[CH:29]=[CH:30][C:31]([OH:38])=[C:32]([CH:37]=3)[C:33]([OH:35])=[O:34])[C:13](=[O:27])[C:14]3[CH:19]=[CH:18][C:17]([O:20][C:21]4[CH:26]=[CH:25][CH:24]=[CH:23][CH:22]=4)=[CH:16][CH:15]=3)=[CH:9][CH:8]=2)[CH2:6][CH2:5][CH2:4][CH2:3][CH2:2]1. The yield is 0.900. (3) The reactants are Cl[C:2]1[CH:7]=[C:6]([C:8]2[CH:13]=[C:12]([Br:14])[CH:11]=[CH:10][C:9]=2[O:15][CH3:16])[N:5]=[C:4]([NH2:17])[N:3]=1.[NH2:18][C:19]1[CH:26]=[CH:25][C:22]([C:23]#[N:24])=[CH:21][CH:20]=1. No catalyst specified. The product is [NH2:17][C:4]1[N:3]=[C:2]([NH:18][C:19]2[CH:26]=[CH:25][C:22]([C:23]#[N:24])=[CH:21][CH:20]=2)[CH:7]=[C:6]([C:8]2[CH:13]=[C:12]([Br:14])[CH:11]=[CH:10][C:9]=2[O:15][CH3:16])[N:5]=1. The yield is 0.970. (4) The reactants are [NH2:1][C:2]1[CH:7]=[CH:6][C:5]([N:8]2[CH2:13][CH2:12][CH:11]([C:14]3[O:18][C:17](=[O:19])[N:16]([CH2:20][C:21]4[CH:26]=[CH:25][CH:24]=[CH:23][CH:22]=4)[N:15]=3)[CH2:10][CH2:9]2)=[CH:4][CH:3]=1.[N+:27]([C:30]1[O:34][C:33]([CH:35]=O)=[CH:32][CH:31]=1)([O-:29])=[O:28]. The catalyst is CC(O)=O.CO. The product is [CH2:20]([N:16]1[N:15]=[C:14]([CH:11]2[CH2:12][CH2:13][N:8]([C:5]3[CH:6]=[CH:7][C:2](/[N:1]=[CH:35]/[C:33]4[O:34][C:30]([N+:27]([O-:29])=[O:28])=[CH:31][CH:32]=4)=[CH:3][CH:4]=3)[CH2:9][CH2:10]2)[O:18][C:17]1=[O:19])[C:21]1[CH:26]=[CH:25][CH:24]=[CH:23][CH:22]=1. The yield is 0.880. (5) The reactants are [CH3:1][NH:2][C:3]([CH:5]1[CH2:10][CH2:9][N:8]([C:11]2[CH:16]=[CH:15][N:14]=[CH:13][CH:12]=2)[CH2:7][CH2:6]1)=O.[H-].[Al+3].[Li+].[H-].[H-].[H-].O.[OH-].[Na+]. The catalyst is C1COCC1. The product is [CH3:1][NH:2][CH2:3][CH:5]1[CH2:10][CH2:9][N:8]([C:11]2[CH:16]=[CH:15][N:14]=[CH:13][CH:12]=2)[CH2:7][CH2:6]1. The yield is 0.620.